This data is from Forward reaction prediction with 1.9M reactions from USPTO patents (1976-2016). The task is: Predict the product of the given reaction. (1) Given the reactants [Cl:1][C:2]1[CH:19]=[CH:18][C:17]([S:20]([N:23]2[C:32]3[C:27](=[CH:28][CH:29]=[CH:30][CH:31]=3)[CH2:26][CH2:25][CH2:24]2)(=[O:22])=[O:21])=[CH:16][C:3]=1[NH:4][CH2:5][C:6]1[CH:11]=[C:10]([F:12])[CH:9]=[CH:8][C:7]=1[N+:13]([O-])=O.Cl.[CH2:34]([OH:36])C, predict the reaction product. The product is: [Cl:1][C:2]1[CH:19]=[CH:18][C:17]([S:20]([N:23]2[C:32]3[C:27](=[CH:28][CH:29]=[CH:30][CH:31]=3)[CH2:26][CH2:25][CH2:24]2)(=[O:21])=[O:22])=[CH:16][C:3]=1[N:4]1[CH2:5][C:6]2[C:7](=[CH:8][CH:9]=[C:10]([F:12])[CH:11]=2)[NH:13][C:34]1=[O:36]. (2) Given the reactants C[Si]([N-][Si](C)(C)C)(C)C.[Li+].[C:11]([C:14]1[CH:15]=[C:16]([CH:21]=[C:22]([Br:25])[C:23]=1[OH:24])[C:17]([O:19][CH3:20])=[O:18])(=[O:13])[CH3:12].[N:26]1([C:32](Cl)=[O:33])[CH2:31][CH2:30][O:29][CH2:28][CH2:27]1.Cl, predict the reaction product. The product is: [Br:25][C:22]1[CH:21]=[C:16]([CH:15]=[C:14]([C:11](=[O:13])[CH2:12][C:32]([N:26]2[CH2:31][CH2:30][O:29][CH2:28][CH2:27]2)=[O:33])[C:23]=1[OH:24])[C:17]([O:19][CH3:20])=[O:18].